From a dataset of NCI-60 drug combinations with 297,098 pairs across 59 cell lines. Regression. Given two drug SMILES strings and cell line genomic features, predict the synergy score measuring deviation from expected non-interaction effect. (1) Drug 1: CC(CN1CC(=O)NC(=O)C1)N2CC(=O)NC(=O)C2. Drug 2: C1=CN(C=N1)CC(O)(P(=O)(O)O)P(=O)(O)O. Cell line: OVCAR-5. Synergy scores: CSS=12.3, Synergy_ZIP=-5.86, Synergy_Bliss=-4.58, Synergy_Loewe=-4.89, Synergy_HSA=-3.71. (2) Cell line: MALME-3M. Drug 2: C1CN1P(=S)(N2CC2)N3CC3. Drug 1: C1CCC(C1)C(CC#N)N2C=C(C=N2)C3=C4C=CNC4=NC=N3. Synergy scores: CSS=11.5, Synergy_ZIP=-0.440, Synergy_Bliss=2.00, Synergy_Loewe=-0.498, Synergy_HSA=0.882. (3) Drug 1: C1=NC(=NC(=O)N1C2C(C(C(O2)CO)O)O)N. Drug 2: CN(CCCl)CCCl.Cl. Cell line: NCI-H460. Synergy scores: CSS=78.9, Synergy_ZIP=1.88, Synergy_Bliss=0.903, Synergy_Loewe=0.0350, Synergy_HSA=3.43. (4) Drug 1: C1=CC(=C2C(=C1NCCNCCO)C(=O)C3=C(C=CC(=C3C2=O)O)O)NCCNCCO. Drug 2: CC1=C(C=C(C=C1)C(=O)NC2=CC(=CC(=C2)C(F)(F)F)N3C=C(N=C3)C)NC4=NC=CC(=N4)C5=CN=CC=C5. Cell line: HOP-62. Synergy scores: CSS=58.0, Synergy_ZIP=7.28, Synergy_Bliss=9.63, Synergy_Loewe=-8.03, Synergy_HSA=10.8. (5) Drug 1: C1=CC(=CC=C1CC(C(=O)O)N)N(CCCl)CCCl.Cl. Drug 2: N.N.Cl[Pt+2]Cl. Cell line: HOP-62. Synergy scores: CSS=12.5, Synergy_ZIP=-1.71, Synergy_Bliss=1.87, Synergy_Loewe=-11.6, Synergy_HSA=-3.25. (6) Drug 1: CN1CCC(CC1)COC2=C(C=C3C(=C2)N=CN=C3NC4=C(C=C(C=C4)Br)F)OC. Drug 2: C(CN)CNCCSP(=O)(O)O. Cell line: EKVX. Synergy scores: CSS=11.2, Synergy_ZIP=-4.83, Synergy_Bliss=-8.21, Synergy_Loewe=-60.8, Synergy_HSA=-8.46. (7) Drug 1: CC=C1C(=O)NC(C(=O)OC2CC(=O)NC(C(=O)NC(CSSCCC=C2)C(=O)N1)C(C)C)C(C)C. Drug 2: CC12CCC3C(C1CCC2O)C(CC4=C3C=CC(=C4)O)CCCCCCCCCS(=O)CCCC(C(F)(F)F)(F)F. Cell line: HCT-15. Synergy scores: CSS=20.8, Synergy_ZIP=1.63, Synergy_Bliss=9.36, Synergy_Loewe=-2.39, Synergy_HSA=7.18. (8) Drug 1: CC12CCC3C(C1CCC2=O)CC(=C)C4=CC(=O)C=CC34C. Drug 2: C1CC(=O)NC(=O)C1N2C(=O)C3=CC=CC=C3C2=O. Cell line: RXF 393. Synergy scores: CSS=19.1, Synergy_ZIP=-0.351, Synergy_Bliss=-1.87, Synergy_Loewe=-10.5, Synergy_HSA=-2.67. (9) Drug 1: C(=O)(N)NO. Drug 2: CN(CC1=CN=C2C(=N1)C(=NC(=N2)N)N)C3=CC=C(C=C3)C(=O)NC(CCC(=O)O)C(=O)O. Cell line: ACHN. Synergy scores: CSS=32.0, Synergy_ZIP=-0.484, Synergy_Bliss=-2.00, Synergy_Loewe=-46.8, Synergy_HSA=-3.11.